From a dataset of Forward reaction prediction with 1.9M reactions from USPTO patents (1976-2016). Predict the product of the given reaction. (1) Given the reactants Br[C:2]1[C:3]([CH2:8]C2(O)C3C(=CC=C(C)C=3)N(CCC(C)C)C2=O)=[N:4][CH:5]=[CH:6][CH:7]=1.[Cl:26][C:27]1[CH:28]=[C:29]2[C:33](=[CH:34][CH:35]=1)[N:32]([CH2:36][CH2:37][N:38]1[CH2:43][CH2:42][CH2:41][CH2:40][CH2:39]1)[C:31](=[O:44])[C:30]2=[O:45].CC1C=CC=CN=1, predict the reaction product. The product is: [Cl:26][C:27]1[CH:28]=[C:29]2[C:33](=[CH:34][CH:35]=1)[N:32]([CH2:36][CH2:37][N:38]1[CH2:43][CH2:42][CH2:41][CH2:40][CH2:39]1)[C:31](=[O:44])[C:30]2([OH:45])[CH2:8][C:3]1[CH:2]=[CH:7][CH:6]=[CH:5][N:4]=1. (2) Given the reactants [C:1](=[O:4])([OH:3])[OH:2].[CH2:5]([OH:11])[CH2:6][CH2:7][CH:8]([OH:10])[CH3:9].[CH:12]1([OH:15])[CH2:14][CH2:13]1, predict the reaction product. The product is: [C:1](=[O:2])([OH:4])[OH:3].[CH:8]1([OH:10])[CH2:9][CH2:7]1.[CH:12]1([OH:15])[CH2:14][CH2:13]1.[C:1](=[O:2])([OH:4])[OH:3].[CH2:5]([OH:11])[CH2:6][CH2:7][CH:8]([OH:10])[CH3:9].[CH:1]1([OH:4])[CH2:6][CH2:5]1. (3) Given the reactants [Br:1][C:2]1[CH:15]=[C:14]2[CH2:16][C:11]3[C:12]4=[C:13]2[C:4](=[CH:5][CH:6]=[C:7]4[CH:8]=[CH:9][CH:10]=3)[CH:3]=1.CC(O)(C)C.CS(C)=O.CI, predict the reaction product. The product is: [Br:1][C:2]1[CH:15]=[C:14]2[CH2:16][C:11]3[C:12]4[C:13]2=[C:4]([CH2:5][CH2:6][C:7]=4[CH:8]=[CH:9][CH:10]=3)[CH:3]=1. (4) Given the reactants [CH:1]12[CH2:9][CH:5]([CH2:6][NH:7][CH2:8]1)[CH2:4][N:3]([CH2:10][C@H:11]([OH:22])[CH2:12][O:13][C:14]1[CH:21]=[CH:20][C:17]([C:18]#[N:19])=[CH:16][CH:15]=1)[CH2:2]2.[OH-].[Na+].[N:25]1([C:31](Cl)=[O:32])[CH2:30][CH2:29][O:28][CH2:27][CH2:26]1.O, predict the reaction product. The product is: [OH:22][C@@H:11]([CH2:10][N:3]1[CH2:4][CH:5]2[CH2:9][CH:1]([CH2:8][N:7]([C:31]([N:25]3[CH2:30][CH2:29][O:28][CH2:27][CH2:26]3)=[O:32])[CH2:6]2)[CH2:2]1)[CH2:12][O:13][C:14]1[CH:15]=[CH:16][C:17]([C:18]#[N:19])=[CH:20][CH:21]=1. (5) Given the reactants [OH:1][CH:2]([CH3:45])[C:3]([CH3:44])([CH3:43])[O:4][C:5]1[CH:10]=[CH:9][C:8]([N:11]2[C:16](=[O:17])[C:15]([CH2:18][C:19]3[CH:24]=[CH:23][C:22]([C:25]4[CH:30]=[CH:29][CH:28]=[CH:27][C:26]=4[C:31]4[NH:35][C:34](=[O:36])[O:33][N:32]=4)=[CH:21][CH:20]=3)=[C:14]([CH2:37][CH2:38][CH3:39])[N:13]3[N:40]=[CH:41][N:42]=[C:12]23)=[CH:7][CH:6]=1.CC(OI1(OC(C)=O)(OC(C)=O)OC(=O)C2C1=CC=CC=2)=O.C(OCC)(=O)C.S([O-])([O-])(=O)=S.[Na+].[Na+], predict the reaction product. The product is: [CH3:44][C:3]([CH3:43])([O:4][C:5]1[CH:10]=[CH:9][C:8]([N:11]2[C:16](=[O:17])[C:15]([CH2:18][C:19]3[CH:20]=[CH:21][C:22]([C:25]4[CH:30]=[CH:29][CH:28]=[CH:27][C:26]=4[C:31]4[NH:35][C:34](=[O:36])[O:33][N:32]=4)=[CH:23][CH:24]=3)=[C:14]([CH2:37][CH2:38][CH3:39])[N:13]3[N:40]=[CH:41][N:42]=[C:12]23)=[CH:7][CH:6]=1)[C:2](=[O:1])[CH3:45]. (6) Given the reactants [CH3:1][C:2]([S@:5]([NH2:7])=[O:6])([CH3:4])[CH3:3].O=[C:9]1[CH2:18][CH2:17][CH2:16][C:15]2[CH:14]=[C:13]([C:19]([O:21][CH3:22])=[O:20])[CH:12]=[CH:11][C:10]1=2.O.[CH2:24]1COCC1, predict the reaction product. The product is: [C:2]([S@:5](/[N:7]=[C:9]1/[C:10]2[CH:11]=[CH:12][C:13]([C:19]([O:21][CH2:22][CH3:24])=[O:20])=[CH:14][C:15]=2[CH2:16][CH2:17][CH2:18]/1)=[O:6])([CH3:4])([CH3:3])[CH3:1]. (7) Given the reactants Cl[C:2]1[N:7]=[C:6]([NH:8][C:9]2[CH:14]=[CH:13][CH:12]=[C:11]([OH:15])[CH:10]=2)[C:5]([F:16])=[CH:4][N:3]=1.[O:17]1[C:22]2[CH:23]=[CH:24][C:25]([CH2:27][NH2:28])=[CH:26][C:21]=2[O:20][CH2:19][CH2:18]1, predict the reaction product. The product is: [O:17]1[C:22]2[CH:23]=[CH:24][C:25]([CH2:27][NH:28][C:2]3[N:7]=[C:6]([NH:8][C:9]4[CH:14]=[CH:13][CH:12]=[C:11]([OH:15])[CH:10]=4)[C:5]([F:16])=[CH:4][N:3]=3)=[CH:26][C:21]=2[O:20][CH2:19][CH2:18]1.